This data is from Forward reaction prediction with 1.9M reactions from USPTO patents (1976-2016). The task is: Predict the product of the given reaction. (1) The product is: [Br:13][C:14]1[CH:31]=[CH:30][C:29]([O:32][CH3:33])=[CH:28][C:15]=1[CH:16]1[CH2:7][C:17]1([C:18]([O:20][CH2:21][CH3:22])=[O:19])[C:23]([O:25][CH2:26][CH3:27])=[O:24]. Given the reactants [I-].C[S+](C)(C)=O.[C:7](O)(C)(C)C.[K].[Br:13][C:14]1[CH:31]=[CH:30][C:29]([O:32][CH3:33])=[CH:28][C:15]=1[CH:16]=[C:17]([C:23]([O:25][CH2:26][CH3:27])=[O:24])[C:18]([O:20][CH2:21][CH3:22])=[O:19], predict the reaction product. (2) Given the reactants Cl.[NH2:2][C:3]1[CH:32]=[CH:31][C:6]2[NH:7][C:8]([C:13]3[C:14](=[O:30])[C:15]([CH3:29])([CH2:24][CH2:25][CH:26]([CH3:28])[CH3:27])[C:16]4[C:21]([C:22]=3[OH:23])=[CH:20][CH:19]=[CH:18][CH:17]=4)=[N:9][S:10](=[O:12])(=[O:11])[C:5]=2[CH:4]=1.[C:33]([NH:37][S:38](Cl)(=[O:40])=[O:39])(=[O:36])[CH2:34][CH3:35].C(N(CC)CC)C, predict the reaction product. The product is: [OH:23][C:22]1[C:21]2[C:16](=[CH:17][CH:18]=[CH:19][CH:20]=2)[C:15]([CH3:29])([CH2:24][CH2:25][CH:26]([CH3:28])[CH3:27])[C:14](=[O:30])[C:13]=1[C:8]1[NH:7][C:6]2[CH:31]=[CH:32][C:3]([NH:2][S:38]([NH:37][C:33](=[O:36])[CH2:34][CH3:35])(=[O:40])=[O:39])=[CH:4][C:5]=2[S:10](=[O:12])(=[O:11])[N:9]=1. (3) Given the reactants [O:1]1[CH2:3][C@@H:2]1[CH2:4][N:5]1[CH2:14][CH2:13][C:12]2[C:7](=[CH:8][CH:9]=[CH:10][CH:11]=2)[CH2:6]1.[NH3:15], predict the reaction product. The product is: [NH2:15][CH2:3][C@@H:2]([OH:1])[CH2:4][N:5]1[CH2:14][CH2:13][C:12]2[C:7](=[CH:8][CH:9]=[CH:10][CH:11]=2)[CH2:6]1. (4) Given the reactants [CH3:1][C:2]1[C:12](=[O:13])[C:11]2[CH:10]=[CH:9][CH:8]=[CH:7][C:6]=2[C:4](=[O:5])[CH:3]=1.[OH-:14].[Na+].OO, predict the reaction product. The product is: [CH3:1][C:2]12[C:12](=[O:13])[C:11]3[C:6](=[CH:7][CH:8]=[CH:9][CH:10]=3)[C:4](=[O:5])[CH:3]1[O:14]2. (5) Given the reactants Br[C:2]1[N:3]=[C:4]([N:7]2[CH2:12][CH2:11][CH2:10][CH2:9][C:8]2=[O:13])[S:5][CH:6]=1.C(O)C.[Cl:17][C:18]1[CH:23]=[CH:22][C:21](B(O)O)=[CH:20][CH:19]=1.C(=O)([O-])[O-].[K+].[K+], predict the reaction product. The product is: [Cl:17][C:18]1[CH:23]=[CH:22][C:21]([C:2]2[N:3]=[C:4]([N:7]3[CH2:12][CH2:11][CH2:10][CH2:9][C:8]3=[O:13])[S:5][CH:6]=2)=[CH:20][CH:19]=1. (6) Given the reactants C[O:2][C:3](=O)[CH2:4][CH:5]1[CH2:8][N:7]([C:9]([O:11][C:12]([CH3:15])([CH3:14])[CH3:13])=[O:10])[CH2:6]1.[NH2:17][NH2:18].O, predict the reaction product. The product is: [NH:17]([C:3](=[O:2])[CH2:4][CH:5]1[CH2:8][N:7]([C:9]([O:11][C:12]([CH3:15])([CH3:14])[CH3:13])=[O:10])[CH2:6]1)[NH2:18]. (7) Given the reactants [CH2:1]([N:8]1[CH2:13][CH2:12][N:11]([C:14]([C:16]2[CH:20]=[C:19]([CH3:21])[N:18]([C:22]3[CH:27]=[CH:26][CH:25]=[CH:24][CH:23]=3)[C:17]=2C2C=CC=CC=2)=[O:15])[CH:10]([CH2:34][CH:35]=O)[CH2:9]1)C1C=CC=CC=1.[CH:37]([NH2:40])([CH3:39])[CH3:38].C(O[BH-](O[C:51](=O)[CH3:52])OC(=O)C)(=O)C.[Na+].C(=O)(O)[O-].[Na+], predict the reaction product. The product is: [CH2:1]([N:8]1[CH2:13][CH2:12][N:11]([C:14]([C:16]2[CH:20]=[C:19]([CH3:21])[N:18]([C:22]3[CH:27]=[CH:26][CH:25]=[CH:24][CH:23]=3)[C:17]=2[C:52]2[CH:51]=[CH:35][CH:34]=[CH:10][CH:9]=2)=[O:15])[CH:10]([CH2:34][CH2:35][NH:40][CH:37]([CH3:39])[CH3:38])[CH2:9]1)[C:22]1[CH:27]=[CH:26][CH:25]=[CH:24][CH:23]=1. (8) Given the reactants [Br:1][C:2]1[CH:7]=[C:6]([F:8])[CH:5]=[CH:4][C:3]=1[S:9]([NH:12][C:13]1[C:22]([C:23]([O:25][CH3:26])=[O:24])=[C:21]2[C:16]([C@H:17]3[CH2:29][CH2:28][O:27][C@H:18]3[CH2:19]O2)=[CH:15][CH:14]=1)(=[O:11])=[O:10].[NH2:30]C1C(C(OC)=O)=C2C(C3CCOC=3C=N2)=CC=1.BrC1C=C(F)C=CC=1S(Cl)(=O)=O, predict the reaction product. The product is: [Br:1][C:2]1[CH:7]=[C:6]([F:8])[CH:5]=[CH:4][C:3]=1[S:9]([NH:12][C:13]1[C:22]([C:23]([O:25][CH3:26])=[O:24])=[C:21]2[C:16]([C:17]3[CH2:29][CH2:28][O:27][C:18]=3[CH:19]=[N:30]2)=[CH:15][CH:14]=1)(=[O:11])=[O:10]. (9) The product is: [CH:29]1([CH2:30][CH2:31][O:18][C:14]2[CH:13]=[C:12]3[C:17]([C:9]([C:4]4[CH:3]=[C:2]([F:1])[CH:7]=[C:6]([F:8])[CH:5]=4)=[C:10]([C:20]4[CH:21]=[N:22][CH:23]=[CH:24][CH:25]=4)[C:11]3=[O:19])=[CH:16][CH:15]=2)[CH2:34][CH2:35][CH2:27][CH2:28]1. Given the reactants [F:1][C:2]1[CH:3]=[C:4]([C:9]2[C:17]3[C:12](=[CH:13][C:14]([OH:18])=[CH:15][CH:16]=3)[C:11](=[O:19])[C:10]=2[C:20]2[CH:21]=[N:22][CH:23]=[CH:24][CH:25]=2)[CH:5]=[C:6]([F:8])[CH:7]=1.Br[C:27]1[C:28](=O)[C:29]2[C:34]([C:35]=1C1C=CC=CC=1)=CC=[C:31](O)[CH:30]=2.C1(CCO)CCCC1.C1C=CC(P(C2C=CC=CC=2)C2C=CC=CC=2)=CC=1.CC(OC(/N=N/C(OC(C)C)=O)=O)C, predict the reaction product. (10) Given the reactants C(OC([N:8]1[CH2:13][C@@H:12]([CH3:14])[N:11]([C:15](=[O:17])[CH3:16])[C@@H:10]([CH3:18])[CH2:9]1)=O)(C)(C)C.[ClH:19].CCOCC, predict the reaction product. The product is: [ClH:19].[CH3:14][C@@H:12]1[CH2:13][NH:8][CH2:9][C@H:10]([CH3:18])[N:11]1[C:15](=[O:17])[CH3:16].